From a dataset of Reaction yield outcomes from USPTO patents with 853,638 reactions. Predict the reaction yield, written as a fraction of the theoretical maximum amount of product (1.0 means a 100% yield; for example, 0.34 means a 34% yield). (1) The reactants are Br[CH2:2][C:3]1[CH:8]=[CH:7][CH:6]=[C:5]([N+:9]([O-:11])=[O:10])[CH:4]=1.C1(P(C2C=CC=CC=2)C2C=CC=CC=2)C=CC=CC=1.CC(C)([O-])C.[K+].[CH:37]([C:39]1[N:40]=[C:41]([NH:44][C:45](=[O:47])[CH3:46])[S:42][CH:43]=1)=O.Cl. The catalyst is CN(C)C=O.O. The product is [N+:9]([C:5]1[CH:4]=[C:3]([CH:2]=[CH:37][C:39]2[N:40]=[C:41]([NH:44][C:45](=[O:47])[CH3:46])[S:42][CH:43]=2)[CH:8]=[CH:7][CH:6]=1)([O-:11])=[O:10]. The yield is 0.874. (2) The reactants are Br[C:2]1[S:6][C:5]([C:7]2[N:11]=[CH:10][N:9]([CH:12]3[CH2:17][CH2:16][CH2:15][CH2:14][O:13]3)[N:8]=2)=[C:4]([CH:18]([C:20]2[CH:25]=[CH:24][C:23]([Cl:26])=[CH:22][CH:21]=2)[OH:19])[CH:3]=1.[F:27][C:28]1[CH:33]=[C:32](B(O)O)[CH:31]=[CH:30][N:29]=1.C(=O)([O-])[O-].[Cs+].[Cs+].O1CCOCC1.O. The product is [Cl:26][C:23]1[CH:24]=[CH:25][C:20]([CH:18]([C:4]2[CH:3]=[C:2]([C:32]3[CH:31]=[CH:30][N:29]=[C:28]([F:27])[CH:33]=3)[S:6][C:5]=2[C:7]2[N:11]=[CH:10][N:9]([CH:12]3[CH2:17][CH2:16][CH2:15][CH2:14][O:13]3)[N:8]=2)[OH:19])=[CH:21][CH:22]=1. The catalyst is C1C=CC([P]([Pd]([P](C2C=CC=CC=2)(C2C=CC=CC=2)C2C=CC=CC=2)([P](C2C=CC=CC=2)(C2C=CC=CC=2)C2C=CC=CC=2)[P](C2C=CC=CC=2)(C2C=CC=CC=2)C2C=CC=CC=2)(C2C=CC=CC=2)C2C=CC=CC=2)=CC=1. The yield is 0.928.